This data is from Full USPTO retrosynthesis dataset with 1.9M reactions from patents (1976-2016). The task is: Predict the reactants needed to synthesize the given product. (1) Given the product [Cl:8][C:7]1[C:2]([NH:14][NH2:15])=[N:3][CH:4]=[C:5]([C:9]([F:12])([F:11])[F:10])[CH:6]=1, predict the reactants needed to synthesize it. The reactants are: Cl[C:2]1[C:7]([Cl:8])=[CH:6][C:5]([C:9]([F:12])([F:11])[F:10])=[CH:4][N:3]=1.O.[NH2:14][NH2:15].O. (2) Given the product [Cl:33][C:30]1[CH:31]=[C:32]2[C:27](=[C:28]([Cl:34])[CH:29]=1)[CH2:26][N:25]([CH3:35])[CH2:24][CH:23]2[C:19]1[CH:18]=[C:17]([S:14]([NH:13][CH2:12][CH2:11][O:10][CH2:9][CH2:8][O:7][CH2:6][CH2:5][O:4][CH2:3][CH2:2][NH:1][C:52](=[O:54])[CH2:51][CH2:50][CH2:49][CH2:48][CH2:47][CH2:46][C:45]([NH:1][CH2:2][CH2:3][O:4][CH2:5][CH2:6][O:7][CH2:8][CH2:9][O:10][CH2:11][CH2:12][NH:13][S:14]([C:17]2[CH:22]=[CH:21][CH:20]=[C:19]([CH:44]3[C:32]4[C:41](=[C:28]([Cl:34])[CH:29]=[C:30]([Cl:33])[CH:31]=4)[CH2:39][N:38]([CH3:37])[CH2:42]3)[CH:18]=2)(=[O:16])=[O:15])=[O:63])(=[O:16])=[O:15])[CH:22]=[CH:21][CH:20]=1, predict the reactants needed to synthesize it. The reactants are: [NH2:1][CH2:2][CH2:3][O:4][CH2:5][CH2:6][O:7][CH2:8][CH2:9][O:10][CH2:11][CH2:12][NH:13][S:14]([C:17]1[CH:22]=[CH:21][CH:20]=[C:19]([CH:23]2[C:32]3[C:27](=[C:28]([Cl:34])[CH:29]=[C:30]([Cl:33])[CH:31]=3)[CH2:26][N:25]([CH3:35])[CH2:24]2)[CH:18]=1)(=[O:16])=[O:15].C[CH2:37][N:38]([CH:42]([CH3:44])C)[CH:39]([CH3:41])C.[C:45]([O:63]N1C(=O)CCC1=O)(=O)[CH2:46][CH2:47][CH2:48][CH2:49][CH2:50][CH2:51][C:52]([O:54]N1C(=O)CCC1=O)=O.